Regression. Given a peptide amino acid sequence and an MHC pseudo amino acid sequence, predict their binding affinity value. This is MHC class I binding data. From a dataset of Peptide-MHC class I binding affinity with 185,985 pairs from IEDB/IMGT. (1) The binding affinity (normalized) is 0. The peptide sequence is ELKDLLNVTY. The MHC is HLA-A03:01 with pseudo-sequence HLA-A03:01. (2) The peptide sequence is KPLNGFFTSV. The MHC is HLA-B07:02 with pseudo-sequence HLA-B07:02. The binding affinity (normalized) is 0.761. (3) The peptide sequence is ITDKIDQII. The MHC is HLA-A01:01 with pseudo-sequence HLA-A01:01. The binding affinity (normalized) is 0.197.